From a dataset of Full USPTO retrosynthesis dataset with 1.9M reactions from patents (1976-2016). Predict the reactants needed to synthesize the given product. Given the product [F:17][C:14]1[CH:15]=[CH:16][C:11]([C:9]2[N:10]=[C:5]3[CH:4]=[CH:3][C:2]([N:23]4[CH2:24][CH2:25][N:20]([CH3:19])[CH2:21][CH2:22]4)=[N:7][N:6]3[CH:8]=2)=[CH:12][CH:13]=1, predict the reactants needed to synthesize it. The reactants are: Cl[C:2]1[CH:3]=[CH:4][C:5]2[N:6]([CH:8]=[C:9]([C:11]3[CH:16]=[CH:15][C:14]([F:17])=[CH:13][CH:12]=3)[N:10]=2)[N:7]=1.O.[CH3:19][N:20]1[CH2:25][CH2:24][NH:23][CH2:22][CH2:21]1.